From a dataset of Cav3 T-type calcium channel HTS with 100,875 compounds. Binary Classification. Given a drug SMILES string, predict its activity (active/inactive) in a high-throughput screening assay against a specified biological target. (1) The molecule is S(=O)(=O)(N1CC(OC(C1)C)C)c1ccc(NC(=O)CCCN2C(=O)c3c(C2=O)cccc3)cc1. The result is 0 (inactive). (2) The drug is Clc1ccc(OCc2oc(NCCN(C)C)c(n2)C#N)cc1. The result is 0 (inactive).